From a dataset of TCR-epitope binding with 47,182 pairs between 192 epitopes and 23,139 TCRs. Binary Classification. Given a T-cell receptor sequence (or CDR3 region) and an epitope sequence, predict whether binding occurs between them. (1) The epitope is TPQDLNTML. The TCR CDR3 sequence is CASNPSWAYSNQPQHF. Result: 1 (the TCR binds to the epitope). (2) The epitope is RILGAGCFV. The TCR CDR3 sequence is CASSIRGKGNEQFF. Result: 0 (the TCR does not bind to the epitope).